Task: Predict the reactants needed to synthesize the given product.. Dataset: Full USPTO retrosynthesis dataset with 1.9M reactions from patents (1976-2016) Given the product [O:25]1[CH2:30][CH2:29][N:28]([C:31]2[C:36]([NH:37][C:2]3[C:11]4[C:6](=[CH:7][C:8]([F:13])=[CH:9][C:10]=4[F:12])[N:5]=[C:4]([C:14]4[CH:15]=[N:16][CH:17]=[C:18]([S:20]([CH3:23])(=[O:22])=[O:21])[CH:19]=4)[C:3]=3[CH3:24])=[CH:35][C:34]([N:38]3[CH2:39][CH2:40][O:41][CH2:42][CH2:43]3)=[CH:33][N:32]=2)[CH2:27][CH2:26]1, predict the reactants needed to synthesize it. The reactants are: Cl[C:2]1[C:11]2[C:6](=[CH:7][C:8]([F:13])=[CH:9][C:10]=2[F:12])[N:5]=[C:4]([C:14]2[CH:15]=[N:16][CH:17]=[C:18]([S:20]([CH3:23])(=[O:22])=[O:21])[CH:19]=2)[C:3]=1[CH3:24].[O:25]1[CH2:30][CH2:29][N:28]([C:31]2[C:36]([NH2:37])=[CH:35][C:34]([N:38]3[CH2:43][CH2:42][O:41][CH2:40][CH2:39]3)=[CH:33][N:32]=2)[CH2:27][CH2:26]1.CC(C1C=C(C(C)C)C(C2C=CC=CC=2P(C2CCCCC2)C2CCCCC2)=C(C(C)C)C=1)C.CC(C)([O-])C.[Na+].